This data is from Full USPTO retrosynthesis dataset with 1.9M reactions from patents (1976-2016). The task is: Predict the reactants needed to synthesize the given product. (1) Given the product [Si:1]([O:18][CH:19]1[CH2:23][CH2:22][CH:21]([C:24](=[O:32])[CH2:25][C:26]2[CH:31]=[CH:30][CH:29]=[CH:28][CH:27]=2)[CH2:20]1)([C:14]([CH3:17])([CH3:15])[CH3:16])([C:8]1[CH:13]=[CH:12][CH:11]=[CH:10][CH:9]=1)[C:2]1[CH:3]=[CH:4][CH:5]=[CH:6][CH:7]=1, predict the reactants needed to synthesize it. The reactants are: [Si:1]([O:18][CH:19]1[CH2:23][CH2:22][C:21]([C:24](=[O:32])[CH2:25][C:26]2[CH:31]=[CH:30][CH:29]=[CH:28][CH:27]=2)=[CH:20]1)([C:14]([CH3:17])([CH3:16])[CH3:15])([C:8]1[CH:13]=[CH:12][CH:11]=[CH:10][CH:9]=1)[C:2]1[CH:7]=[CH:6][CH:5]=[CH:4][CH:3]=1.[H][H]. (2) Given the product [Cl:3][C:4]1[C:5]([O:18][CH2:19][O:20][CH3:21])=[CH:6][C:7]([O:14][CH2:15][O:16][CH3:17])=[C:8]([CH:13]=1)[C:9]([OH:11])=[O:10], predict the reactants needed to synthesize it. The reactants are: [OH-].[Na+].[Cl:3][C:4]1[C:5]([O:18][CH2:19][O:20][CH3:21])=[CH:6][C:7]([O:14][CH2:15][O:16][CH3:17])=[C:8]([CH:13]=1)[C:9]([O:11]C)=[O:10]. (3) Given the product [CH3:22][N:23]1[CH2:24][CH2:25][N:26]([C:29]2[CH:34]=[CH:33][C:32]3[N:35]=[C:20]([C:13]4[C:12]5[C:16](=[CH:17][CH:18]=[CH:19][C:11]=5[O:10][C:7]5[CH:6]=[CH:5][C:4]([N+:1]([O-:3])=[O:2])=[CH:9][N:8]=5)[NH:15][N:14]=4)[NH:36][C:31]=3[CH:30]=2)[CH2:27][CH2:28]1, predict the reactants needed to synthesize it. The reactants are: [N+:1]([C:4]1[CH:5]=[CH:6][C:7]([O:10][C:11]2[CH:19]=[CH:18][CH:17]=[C:16]3[C:12]=2[C:13]([CH:20]=O)=[N:14][NH:15]3)=[N:8][CH:9]=1)([O-:3])=[O:2].[CH3:22][N:23]1[CH2:28][CH2:27][N:26]([C:29]2[CH:30]=[C:31]([NH2:36])[C:32]([NH2:35])=[CH:33][CH:34]=2)[CH2:25][CH2:24]1. (4) Given the product [F:1][C:2]([F:7])([F:6])[C:3]([OH:5])=[O:4].[F:26][C:27]1[CH:33]=[CH:32][CH:31]=[CH:30][C:28]=1[NH:29][C:23](=[O:25])[CH2:22][O:21][C:18]1[CH:19]=[N:20][C:15]([C:12]2[CH:11]=[CH:10][C:9]([F:8])=[CH:14][CH:13]=2)=[CH:16][CH:17]=1, predict the reactants needed to synthesize it. The reactants are: [F:1][C:2]([F:7])([F:6])[C:3]([OH:5])=[O:4].[F:8][C:9]1[CH:14]=[CH:13][C:12]([C:15]2[N:20]=[CH:19][C:18]([O:21][CH2:22][C:23]([OH:25])=O)=[CH:17][CH:16]=2)=[CH:11][CH:10]=1.[F:26][C:27]1[CH:33]=[CH:32][CH:31]=[CH:30][C:28]=1[NH2:29]. (5) Given the product [Cl:28][C:16]1[N:17]=[C:18]([C:20]2[N:21]([CH3:25])[N:22]=[CH:23][N:24]=2)[S:19][C:15]=1[C:14]1[C:13]([CH3:26])=[N:12][N:11]2[C:6]([CH:3]([CH2:4][CH3:5])[CH2:1][CH3:2])=[CH:7][C:8]([CH3:27])=[N:9][C:10]=12, predict the reactants needed to synthesize it. The reactants are: [CH2:1]([CH:3]([C:6]1[N:11]2[N:12]=[C:13]([CH3:26])[C:14]([C:15]3[S:19][C:18]([C:20]4[N:21]([CH3:25])[N:22]=[CH:23][N:24]=4)=[N:17][CH:16]=3)=[C:10]2[N:9]=[C:8]([CH3:27])[CH:7]=1)[CH2:4][CH3:5])[CH3:2].[Cl:28]N1C(=O)CCC1=O. (6) Given the product [CH3:1][C:2]1[C:8]([OH:9])=[C:7]([O:10][CH3:11])[C:6]([O:12][CH3:13])=[C:4]([OH:5])[C:3]=1[CH2:14]/[CH:15]=[C:16](/[CH2:18][CH2:19][CH:20]=[C:21]([CH3:23])[CH3:22])\[CH3:17], predict the reactants needed to synthesize it. The reactants are: [CH3:1][C:2]1[C:8](=[O:9])[C:7]([O:10][CH3:11])=[C:6]([O:12][CH3:13])[C:4](=[O:5])[C:3]=1[CH2:14]/[CH:15]=[C:16](/[CH2:18][CH2:19]/[CH:20]=[C:21](/[CH2:23]C/C=C(/CC/C=C(/CC/C=C(/CC/C=C(/CC/C=C(/CC/C=C(/CC/C=C(/CCC=C(C)C)\C)\C)\C)\C)\C)\C)\C)\[CH3:22])\[CH3:17].[O-]S([O-])(=S)=O.[Na+].[Na+]. (7) Given the product [CH3:1][N:2]([CH3:28])[C:3]([C:5]1[CH:14]=[CH:13][C:12]2[C:7](=[CH:8][CH:9]=[CH:10][C:11]=2[N:15]2[CH2:20][CH2:19][NH:18][CH2:17][CH2:16]2)[N:6]=1)=[O:4], predict the reactants needed to synthesize it. The reactants are: [CH3:1][N:2]([CH3:28])[C:3]([C:5]1[CH:14]=[CH:13][C:12]2[C:7](=[CH:8][CH:9]=[CH:10][C:11]=2[N:15]2[CH2:20][CH2:19][N:18](C(OC(C)(C)C)=O)[CH2:17][CH2:16]2)[N:6]=1)=[O:4]. (8) Given the product [Cl:1][C:2]1[CH:7]=[CH:6][C:5]([C@H:8]2[NH:13][C@@H:12]([CH2:14][OH:15])[CH2:11][CH2:10][CH2:9]2)=[CH:4][CH:3]=1, predict the reactants needed to synthesize it. The reactants are: [Cl:1][C:2]1[CH:7]=[CH:6][C:5]([C@H:8]2[NH:13][C@@H:12]([C:14](OC)=[O:15])[CH2:11][CH2:10][CH2:9]2)=[CH:4][CH:3]=1.[H-].[Al+3].[Li+].[H-].[H-].[H-].O.[OH-].[Na+].